From a dataset of Reaction yield outcomes from USPTO patents with 853,638 reactions. Predict the reaction yield, written as a fraction of the theoretical maximum amount of product (1.0 means a 100% yield; for example, 0.34 means a 34% yield). (1) The reactants are [NH2:1][C:2]1[S:3][C:4]2[C:10]([CH:11]=O)=[CH:9][CH:8]=[C:7]([O:13][CH3:14])[C:5]=2[N:6]=1.[NH:15]1[CH2:20][CH2:19][O:18][CH2:17][CH2:16]1.C(O)(=O)C.[BH-](OC(C)=O)(OC(C)=O)OC(C)=O.[Na+].C([O-])(O)=O.[Na+]. The catalyst is C1COCC1.O. The product is [CH3:14][O:13][C:7]1[C:5]2[N:6]=[C:2]([NH2:1])[S:3][C:4]=2[C:10]([CH2:11][N:15]2[CH2:20][CH2:19][O:18][CH2:17][CH2:16]2)=[CH:9][CH:8]=1. The yield is 0.730. (2) The reactants are C[O-].[Na+].[CH3:4][C:5]1[NH:6][C:7]2[C:12]([CH:13]=1)=[C:11]([N+:14]([O-:16])=[O:15])[CH:10]=[CH:9][CH:8]=2.[Cl:17][C:18]1[CH:23]=[CH:22][C:21]([S:24][S:24][C:21]2[CH:22]=[CH:23][C:18]([Cl:17])=[CH:19][CH:20]=2)=[CH:20][CH:19]=1. The catalyst is CO. The product is [Cl:17][C:18]1[CH:23]=[CH:22][C:21]([S:24][C:13]2[C:12]3[C:7](=[CH:8][CH:9]=[CH:10][C:11]=3[N+:14]([O-:16])=[O:15])[NH:6][C:5]=2[CH3:4])=[CH:20][CH:19]=1. The yield is 0.930. (3) The reactants are [CH3:1][C:2]1([N:10]2[CH2:18][C:17]3[C:12](=[CH:13][CH:14]=[C:15]([C:19]#[N:20])[CH:16]=3)[C:11]2=[O:21])[CH2:7][CH2:6][C:5](=[O:8])[NH:4][C:3]1=[O:9].[ClH:22]. The catalyst is CC(O)C.O.O=[Pt]=O. The product is [ClH:22].[NH2:20][CH2:19][C:15]1[CH:16]=[C:17]2[C:12](=[CH:13][CH:14]=1)[C:11](=[O:21])[N:10]([C:2]1([CH3:1])[CH2:7][CH2:6][C:5](=[O:8])[NH:4][C:3]1=[O:9])[CH2:18]2. The yield is 0.920. (4) The reactants are CC1C=C(N2CCN(CC3C=CC(C(F)(F)F)=CC=3)C2=O)SC=1C(OCC)=O.[F:29][C:30]1[CH:53]=[CH:52][C:33]([CH2:34][N:35]2[CH2:39][CH2:38][N:37]([C:40]3[S:41][C:42]([C:46]([O:48]CC)=[O:47])=[C:43]([CH3:45])[N:44]=3)[C:36]2=[O:51])=[CH:32][CH:31]=1. No catalyst specified. The product is [F:29][C:30]1[CH:31]=[CH:32][C:33]([CH2:34][N:35]2[CH2:39][CH2:38][N:37]([C:40]3[S:41][C:42]([C:46]([OH:48])=[O:47])=[C:43]([CH3:45])[N:44]=3)[C:36]2=[O:51])=[CH:52][CH:53]=1. The yield is 0.800.